From a dataset of Reaction yield outcomes from USPTO patents with 853,638 reactions. Predict the reaction yield, written as a fraction of the theoretical maximum amount of product (1.0 means a 100% yield; for example, 0.34 means a 34% yield). (1) The reactants are CS([O:5][CH2:6][CH2:7][O:8][CH2:9][CH2:10]O)(=O)=O.[N-:12]=[N+:13]=[N-:14].[Na+]. The catalyst is CCO. The product is [N:12]([CH2:10][CH2:9][O:8][CH2:7][CH2:6][OH:5])=[N+:13]=[N-:14]. The yield is 0.640. (2) The reactants are [CH3:1][O:2][C:3](=[O:17])[C:4]1[CH:9]=[C:8]([S:10](=[O:15])(=[O:14])[N:11]([CH3:13])[CH3:12])[N:7]=[C:6](Cl)[CH:5]=1.C1(P(C2C=CC=CC=2)C2C=CC3C(=CC=CC=3)C=2C2C3C(=CC=CC=3)C=CC=2P(C2C=CC=CC=2)C2C=CC=CC=2)C=CC=CC=1.C(=O)([O-])[O-].[Cs+].[Cs+].[C@@H:70]([NH2:74])([CH2:72][CH3:73])[CH3:71]. The catalyst is C([O-])(=O)C.[Pd+2].C([O-])(=O)C.C1(C)C=CC=CC=1. The product is [CH3:1][O:2][C:3](=[O:17])[C:4]1[CH:9]=[C:8]([S:10](=[O:15])(=[O:14])[N:11]([CH3:13])[CH3:12])[N:7]=[C:6]([NH:74][C@H:70]([CH2:72][CH3:73])[CH3:71])[CH:5]=1. The yield is 0.510.